From a dataset of Full USPTO retrosynthesis dataset with 1.9M reactions from patents (1976-2016). Predict the reactants needed to synthesize the given product. (1) Given the product [Br:1][C:9]1[CH:10]=[C:5]([O:4][CH3:3])[CH:6]=[C:7]([N+:12]([O-:14])=[O:13])[C:8]=1[OH:11], predict the reactants needed to synthesize it. The reactants are: [Br:1]Br.[CH3:3][O:4][C:5]1[CH:10]=[CH:9][C:8]([OH:11])=[C:7]([N+:12]([O-:14])=[O:13])[CH:6]=1.C([O-])(=O)C.[Na+].S(=O)(=O)(O)O. (2) The reactants are: [CH3:1][O:2][C:3]1[CH:9]=[CH:8][C:6]([NH2:7])=[CH:5][CH:4]=1.C(N(CC)CC)C.[Cl-].ClC1N(C)CC[NH+]1C.[CH3:26][O:27][C:28]1[C:29]([CH3:58])=[C:30]([C:49]([O:56][CH3:57])=[C:50]([O:54][CH3:55])[C:51]=1[O:52][CH3:53])[CH2:31][C:32]1[CH:33]=[CH:34][C:35]([O:41][CH2:42][C:43]2[CH:48]=[CH:47][CH:46]=[CH:45][CH:44]=2)=[C:36]([CH:40]=1)[C:37](O)=[O:38]. Given the product [CH3:26][O:27][C:28]1[C:29]([CH3:58])=[C:30]([C:49]([O:56][CH3:57])=[C:50]([O:54][CH3:55])[C:51]=1[O:52][CH3:53])[CH2:31][C:32]1[CH:33]=[CH:34][C:35]([O:41][CH2:42][C:43]2[CH:48]=[CH:47][CH:46]=[CH:45][CH:44]=2)=[C:36]([CH:40]=1)[C:37]([NH:7][C:6]1[CH:8]=[CH:9][C:3]([O:2][CH3:1])=[CH:4][CH:5]=1)=[O:38], predict the reactants needed to synthesize it. (3) Given the product [NH2:18][C:17]1[CH:19]=[CH:20][C:14]([C:6]2[CH:7]=[CH:8][CH:9]=[C:4]([N+:1]([O-:3])=[O:2])[CH:5]=2)=[C:15]([CH3:21])[CH:16]=1, predict the reactants needed to synthesize it. The reactants are: [N+:1]([C:4]1[CH:5]=[C:6](B(O)O)[CH:7]=[CH:8][CH:9]=1)([O-:3])=[O:2].Br[C:14]1[CH:20]=[CH:19][C:17]([NH2:18])=[CH:16][C:15]=1[CH3:21].